Dataset: Reaction yield outcomes from USPTO patents with 853,638 reactions. Task: Predict the reaction yield, written as a fraction of the theoretical maximum amount of product (1.0 means a 100% yield; for example, 0.34 means a 34% yield). (1) The reactants are [NH2:1][C:2]1[CH:16]=[CH:15][C:14]([Br:17])=[CH:13][C:3]=1[C:4]([C:6]1[CH:11]=[CH:10][CH:9]=[CH:8][C:7]=1[F:12])=O.[CH2:18]=[C:19]1[O:23][C:21](=[O:22])[CH2:20]1. The catalyst is N1C=CC=CC=1. The product is [C:19]([C:20]1[C:21](=[O:22])[NH:1][C:2]2[C:3]([C:4]=1[C:6]1[CH:11]=[CH:10][CH:9]=[CH:8][C:7]=1[F:12])=[CH:13][C:14]([Br:17])=[CH:15][CH:16]=2)(=[O:23])[CH3:18]. The yield is 0.890. (2) The reactants are Br[CH:2]1[CH2:20][CH2:19][C:5]2=[CH:6][C:7]3[C:8]4[CH:17]=[CH:16][C:15]([Cl:18])=[CH:14][C:9]=4[CH2:10][O:11][C:12]=3[CH:13]=[C:4]2[C:3]1=[O:21].[C:22]([O:26][C:27]([N:29]1[C@@H:33]([CH3:34])[CH2:32][CH2:31][C@H:30]1[C:35]([OH:37])=[O:36])=[O:28])([CH3:25])([CH3:24])[CH3:23].CCN(C(C)C)C(C)C. The catalyst is CC#N.CCOC(C)=O. The product is [CH3:34][C@@H:33]1[N:29]([C:27]([O:26][C:22]([CH3:23])([CH3:25])[CH3:24])=[O:28])[C@H:30]([C:35]([O:37][CH:2]2[CH2:20][CH2:19][C:5]3=[CH:6][C:7]4[C:8]5[CH:17]=[CH:16][C:15]([Cl:18])=[CH:14][C:9]=5[CH2:10][O:11][C:12]=4[CH:13]=[C:4]3[C:3]2=[O:21])=[O:36])[CH2:31][CH2:32]1. The yield is 0.810. (3) The reactants are [Br:1][C:2]1[CH:3]=[N:4][CH:5]=[C:6]([CH:9]=1)[CH:7]=[O:8].[BH4-].[Na+]. The catalyst is CO. The product is [Br:1][C:2]1[CH:9]=[C:6]([CH2:7][OH:8])[CH:5]=[N:4][CH:3]=1. The yield is 0.900. (4) The reactants are C([Li])CCC.C(NC(C)C)(C)C.[CH3:13][CH:14]([CH:16]1[CH2:21][CH2:20][C:19](=[O:22])[CH2:18][CH2:17]1)[CH3:15].C1C=CC(N([S:30]([C:33]([F:36])([F:35])[F:34])(=[O:32])=[O:31])[S:30]([C:33]([F:36])([F:35])[F:34])(=[O:32])=[O:31])=CC=1. The catalyst is O1CCCC1. The product is [F:34][C:33]([F:36])([F:35])[S:30]([O:22][C:19]1[CH2:20][CH2:21][CH:16]([CH:14]([CH3:15])[CH3:13])[CH2:17][CH:18]=1)(=[O:32])=[O:31]. The yield is 0.700.